This data is from Full USPTO retrosynthesis dataset with 1.9M reactions from patents (1976-2016). The task is: Predict the reactants needed to synthesize the given product. (1) The reactants are: [Cl:1][C:2]1[CH:7]=[C:6]([C:8](=[O:23])[NH:9][CH2:10][CH2:11][O:12][CH2:13][CH2:14][O:15][CH2:16][CH2:17][O:18][CH2:19][CH2:20][O:21][CH3:22])[CH:5]=[CH:4][C:3]=1[C:24]1[CH:29]=[CH:28][C:27]([CH2:30][C@H:31]([NH:46][C:47]([C@H:49]2[CH2:54][CH2:53][C@H:52]([CH2:55][NH:56]C(=O)OC(C)(C)C)[CH2:51][CH2:50]2)=[O:48])[C:32](=[O:45])[NH:33][C:34]2[CH:39]=[CH:38][C:37]([C:40]3[N:41]=[N:42][NH:43][N:44]=3)=[CH:36][CH:35]=2)=[CH:26][CH:25]=1.Cl. Given the product [ClH:1].[NH2:56][CH2:55][C@H:52]1[CH2:53][CH2:54][C@H:49]([C:47]([NH:46][C@H:31]([C:32](=[O:45])[NH:33][C:34]2[CH:39]=[CH:38][C:37]([C:40]3[N:41]=[N:42][NH:43][N:44]=3)=[CH:36][CH:35]=2)[CH2:30][C:27]2[CH:28]=[CH:29][C:24]([C:3]3[CH:4]=[CH:5][C:6]([C:8]([NH:9][CH2:10][CH2:11][O:12][CH2:13][CH2:14][O:15][CH2:16][CH2:17][O:18][CH2:19][CH2:20][O:21][CH3:22])=[O:23])=[CH:7][C:2]=3[Cl:1])=[CH:25][CH:26]=2)=[O:48])[CH2:50][CH2:51]1, predict the reactants needed to synthesize it. (2) Given the product [Br:26][C:23]1[CH:24]=[CH:25][C:16]([O:15][CH3:14])=[C:17]2[C:22]=1[CH2:21][N:20]([C:11](=[O:13])[CH2:10][C:7]1[CH:6]=[CH:5][C:4]([CH:1]([CH3:2])[CH3:3])=[CH:9][CH:8]=1)[CH2:19][CH2:18]2, predict the reactants needed to synthesize it. The reactants are: [CH:1]([C:4]1[CH:9]=[CH:8][C:7]([CH2:10][C:11]([OH:13])=O)=[CH:6][CH:5]=1)([CH3:3])[CH3:2].[CH3:14][O:15][C:16]1[CH:25]=[CH:24][C:23]([Br:26])=[C:22]2[C:17]=1[CH2:18][CH2:19][NH:20][CH2:21]2.CN(C(ON1N=NC2C=CC=NC1=2)=[N+](C)C)C.F[P-](F)(F)(F)(F)F. (3) The reactants are: I[C:2]1[CH:7]=[CH:6][C:5]([O:8][CH3:9])=[C:4]([C:10]([F:13])([F:12])[F:11])[C:3]=1[C:14]([F:17])([F:16])[F:15].CCCCCC.[CH2:24]([CH:27]1[CH2:32][CH2:31][CH:30]([CH:33]2[CH2:38][CH2:37][C:36](=[O:39])[CH2:35][CH2:34]2)[CH2:29][CH2:28]1)[CH2:25][CH3:26].Cl. Given the product [OH:39][C:36]1([C:2]2[CH:7]=[CH:6][C:5]([O:8][CH3:9])=[C:4]([C:10]([F:13])([F:12])[F:11])[C:3]=2[C:14]([F:17])([F:16])[F:15])[CH2:35][CH2:34][CH:33]([CH:30]2[CH2:31][CH2:32][CH:27]([CH2:24][CH2:25][CH3:26])[CH2:28][CH2:29]2)[CH2:38][CH2:37]1, predict the reactants needed to synthesize it. (4) Given the product [NH2:11][CH2:14][CH2:15][CH2:16][O:17][C:18]1[CH:19]=[C:20]2[C:25](=[CH:26][C:27]=1[O:28][CH3:29])[C:24](=[O:30])[N:23]([CH2:31][CH2:32][CH2:33][N:34]1[CH2:35][CH2:36][O:37][CH2:38][CH2:39]1)[C:22]1[C:40]3[CH:41]=[C:42]4[O:50][CH2:49][O:48][C:43]4=[CH:44][C:45]=3[C:46](=[O:47])[C:21]2=1, predict the reactants needed to synthesize it. The reactants are: P(OCC)(OCC)OCC.[N:11]([CH2:14][CH2:15][CH2:16][O:17][C:18]1[CH:19]=[C:20]2[C:25](=[CH:26][C:27]=1[O:28][CH3:29])[C:24](=[O:30])[N:23]([CH2:31][CH2:32][CH2:33][N:34]1[CH2:39][CH2:38][O:37][CH2:36][CH2:35]1)[C:22]1[C:40]3[CH:41]=[C:42]4[O:50][CH2:49][O:48][C:43]4=[CH:44][C:45]=3[C:46](=[O:47])[C:21]2=1)=[N+]=[N-]. (5) Given the product [CH2:3]([O:7][C:9]1[CH:14]=[C:13]([O:15][CH2:16][C:17]2([CH3:22])[CH2:19][C:18]2([Cl:21])[Cl:20])[N:12]=[CH:11][N:10]=1)[C:4]#[C:5][CH3:6], predict the reactants needed to synthesize it. The reactants are: [H-].[Na+].[CH2:3]([OH:7])[C:4]#[C:5][CH3:6].Cl[C:9]1[CH:14]=[C:13]([O:15][CH2:16][C:17]2([CH3:22])[CH2:19][C:18]2([Cl:21])[Cl:20])[N:12]=[CH:11][N:10]=1.[Cl-].[NH4+]. (6) The reactants are: [NH2:1][C:2]1[C:7]2[C:8]([CH2:11][O:12][C:13]3[CH:18]=[CH:17][C:16]([Br:19])=[CH:15][CH:14]=3)=[CH:9][S:10][C:6]=2[C:5]([C:20]([OH:22])=O)=[CH:4][N:3]=1.[CH3:23][N:24]([CH3:31])[CH2:25][C:26]([CH3:30])([CH3:29])[CH2:27][NH2:28].C1(P(N=[N+]=[N-])(C2C=CC=CC=2)=O)C=CC=CC=1.C(N(CC)CC)C. Given the product [CH3:23][N:24]([CH3:31])[CH2:25][C:26]([CH3:30])([CH3:29])[CH2:27][NH:28][C:20]([C:5]1[C:6]2[S:10][CH:9]=[C:8]([CH2:11][O:12][C:13]3[CH:14]=[CH:15][C:16]([Br:19])=[CH:17][CH:18]=3)[C:7]=2[C:2]([NH2:1])=[N:3][CH:4]=1)=[O:22], predict the reactants needed to synthesize it. (7) Given the product [CH3:27][C:18]1[CH:23]=[CH:22][CH:21]=[CH:20][C:19]=1[C:2]1[CH:8]=[CH:7][C:6]([N+:9]([O-:11])=[O:10])=[CH:5][C:3]=1[NH2:4], predict the reactants needed to synthesize it. The reactants are: Br[C:2]1[CH:8]=[CH:7][C:6]([N+:9]([O-:11])=[O:10])=[CH:5][C:3]=1[NH2:4].C(=O)([O-])[O-].[Na+].[Na+].[C:18]1([CH3:27])[CH:23]=[CH:22][CH:21]=[CH:20][C:19]=1B(O)O. (8) Given the product [C:8]([C:10]1[CH:11]=[C:12]([C:20]2[O:24][N:23]=[C:22]([C:25]3[CH:39]=[CH:38][C:28]4[CH2:29][CH2:30][N:31]([CH2:34][C:35]([NH:43][CH2:44][CH2:45][OH:46])=[O:36])[CH2:32][CH2:33][C:27]=4[C:26]=3[CH3:40])[N:21]=2)[CH:13]=[CH:14][C:15]=1[O:16][CH:17]([CH3:18])[CH3:19])#[N:9], predict the reactants needed to synthesize it. The reactants are: FC(F)(F)C(O)=O.[C:8]([C:10]1[CH:11]=[C:12]([C:20]2[O:24][N:23]=[C:22]([C:25]3[CH:39]=[CH:38][C:28]4[CH2:29][CH2:30][N:31]([CH2:34][C:35](O)=[O:36])[CH2:32][CH2:33][C:27]=4[C:26]=3[CH3:40])[N:21]=2)[CH:13]=[CH:14][C:15]=1[O:16][CH:17]([CH3:19])[CH3:18])#[N:9].C([N:43]1CC[O:46][CH2:45][CH2:44]1)C.O.OC1C2N=NNC=2C=CC=1.C(Cl)CCl.C(CN)O.